Dataset: Full USPTO retrosynthesis dataset with 1.9M reactions from patents (1976-2016). Task: Predict the reactants needed to synthesize the given product. Given the product [CH2:1]([N:8]([CH2:16][CH:17]1[CH2:22][CH2:21][N:20]([CH2:23][C:24]([F:27])([CH3:26])[CH3:25])[CH2:19][CH2:18]1)[C:9]1[CH:14]=[CH:13][C:12]([C:36]2[CH:37]=[CH:38][C:33]([C:31]([O:30][CH2:28][CH3:29])=[O:32])=[C:34]([F:42])[CH:35]=2)=[CH:11][CH:10]=1)[C:2]1[CH:7]=[CH:6][CH:5]=[CH:4][CH:3]=1, predict the reactants needed to synthesize it. The reactants are: [CH2:1]([N:8]([CH2:16][CH:17]1[CH2:22][CH2:21][N:20]([CH2:23][C:24]([F:27])([CH3:26])[CH3:25])[CH2:19][CH2:18]1)[C:9]1[CH:14]=[CH:13][C:12](Br)=[CH:11][CH:10]=1)[C:2]1[CH:7]=[CH:6][CH:5]=[CH:4][CH:3]=1.[CH2:28]([O:30][C:31]([C:33]1[CH:38]=[CH:37][C:36](B(O)O)=[CH:35][C:34]=1[F:42])=[O:32])[CH3:29].C([O-])([O-])=O.[Cs+].[Cs+].